Predict the product of the given reaction. From a dataset of Forward reaction prediction with 1.9M reactions from USPTO patents (1976-2016). (1) Given the reactants O=[C:2]([C:9]1[C:14]([F:15])=[CH:13][CH:12]=[C:11]([F:16])[C:10]=1[F:17])[CH2:3][C:4]([O:6][CH2:7][CH3:8])=[O:5].[CH:18]([C:20]1[CH:25]=[CH:24][C:23]([N:26]2[CH2:31][CH2:30][N:29]([C:32]([O:34][C:35]([CH3:38])([CH3:37])[CH3:36])=[O:33])[CH2:28][CH2:27]2)=[CH:22][CH:21]=1)=O.[S:39]1[CH:43]=[CH:42][CH:41]=[C:40]1[C:44]1[CH:48]=[C:47]([NH2:49])[NH:46][N:45]=1.C([O-])(=O)C.[NH4+], predict the reaction product. The product is: [C:35]([O:34][C:32]([N:29]1[CH2:30][CH2:31][N:26]([C:23]2[CH:24]=[CH:25][C:20]([CH:18]3[C:3]([C:4]([O:6][CH2:7][CH3:8])=[O:5])=[C:2]([C:9]4[C:14]([F:15])=[CH:13][CH:12]=[C:11]([F:16])[C:10]=4[F:17])[NH:49][C:47]4[NH:46][N:45]=[C:44]([C:40]5[S:39][CH:43]=[CH:42][CH:41]=5)[C:48]3=4)=[CH:21][CH:22]=2)[CH2:27][CH2:28]1)=[O:33])([CH3:38])([CH3:37])[CH3:36]. (2) The product is: [CH2:3]([O:5][C:6]1[CH:7]=[C:8]([CH:25]=[CH:26][CH:27]=1)[CH2:9][N:10]1[C:14]2=[N:15][CH:16]=[N:17][C:18]([N:19]3[CH2:29][CH2:28][N:31]([C:38]([O:40][C:41]4[CH:46]=[CH:45][C:44]([N+:47]([O-:49])=[O:48])=[CH:43][CH:42]=4)=[O:39])[CH2:21][CH2:20]3)=[C:13]2[CH:12]=[N:11]1)[CH3:4]. Given the reactants Cl.Cl.[CH2:3]([O:5][C:6]1[CH:7]=[C:8]([CH:25]=[CH:26][CH:27]=1)[CH2:9][N:10]1[C:14]2=[N:15][CH:16]=[N:17][C:18]([N:19]3CCC[CH2:21][CH2:20]3)=[C:13]2[CH:12]=[N:11]1)[CH3:4].[CH:28]([N:31](CC)C(C)C)(C)[CH3:29].Cl[C:38]([O:40][C:41]1[CH:46]=[CH:45][C:44]([N+:47]([O-:49])=[O:48])=[CH:43][CH:42]=1)=[O:39].C(=O)([O-])O.[Na+], predict the reaction product. (3) Given the reactants [NH2:1][C:2]1[CH:3]=[C:4]([N:10]2[CH2:15][CH2:14][N:13]([C:16](=[O:18])[CH3:17])[CH2:12][CH2:11]2)[CH:5]=[C:6]([CH3:9])[C:7]=1[NH2:8].[Cl:19][C:20]1[C:29]([CH:30]=O)=[C:28]([Cl:32])[C:27]2[C:22](=[CH:23][CH:24]=[CH:25][CH:26]=2)[N:21]=1, predict the reaction product. The product is: [Cl:19][C:20]1[C:29]([C:30]2[NH:1][C:2]3[CH:3]=[C:4]([N:10]4[CH2:11][CH2:12][N:13]([C:16](=[O:18])[CH3:17])[CH2:14][CH2:15]4)[CH:5]=[C:6]([CH3:9])[C:7]=3[N:8]=2)=[C:28]([Cl:32])[C:27]2[C:22](=[CH:23][CH:24]=[CH:25][CH:26]=2)[N:21]=1. (4) Given the reactants [F:1][C:2]1[CH:7]=[CH:6][C:5]([C:8]2[C:12]([CH2:13][OH:14])=[C:11](/[CH:15]=[CH:16]/[C:17]3[CH:22]=[CH:21][CH:20]=[CH:19][CH:18]=3)[O:10][N:9]=2)=[CH:4][CH:3]=1.[CH2:23]([O:25][C:26]([C:28]1[CH:33]=[CH:32][C:31](O)=[CH:30][N:29]=1)=[O:27])[CH3:24].C1(P(C2C=CC=CC=2)C2C=CC=CC=2)C=CC=CC=1.N(C(OCC)=O)=NC(OCC)=O, predict the reaction product. The product is: [CH2:23]([O:25][C:26]([C:28]1[CH:33]=[CH:32][C:31]([O:14][CH2:13][C:12]2[C:8]([C:5]3[CH:4]=[CH:3][C:2]([F:1])=[CH:7][CH:6]=3)=[N:9][O:10][C:11]=2/[CH:15]=[CH:16]/[C:17]2[CH:18]=[CH:19][CH:20]=[CH:21][CH:22]=2)=[CH:30][N:29]=1)=[O:27])[CH3:24]. (5) Given the reactants [Cl:1][C:2]1[CH:7]=[CH:6][CH:5]=[C:4]([Cl:8])[C:3]=1[OH:9].C1C(=O)N([I:17])C(=O)C1, predict the reaction product. The product is: [Cl:1][C:2]1[CH:7]=[C:6]([I:17])[CH:5]=[C:4]([Cl:8])[C:3]=1[OH:9]. (6) Given the reactants [CH2:1]([N:8]([CH2:21][C:22]1[CH:42]=[CH:41][C:25]([O:26][C:27]2[CH:40]=[CH:39][C:30]([O:31][CH2:32][CH2:33][CH2:34][CH2:35][C:36](O)=[O:37])=[CH:29][CH:28]=2)=[CH:24][CH:23]=1)[C:9]1[CH:14]=[CH:13][CH:12]=[C:11]([NH:15][S:16]([CH3:19])(=[O:18])=[O:17])[C:10]=1[CH3:20])[C:2]1[CH:7]=[CH:6][CH:5]=[CH:4][CH:3]=1.Cl.C[O:45][C:46](=[O:55])[C@H:47]([CH2:49][CH2:50][C:51]([O:53]C)=[O:52])[NH2:48], predict the reaction product. The product is: [CH2:1]([N:8]([CH2:21][C:22]1[CH:23]=[CH:24][C:25]([O:26][C:27]2[CH:28]=[CH:29][C:30]([O:31][CH2:32][CH2:33][CH2:34][CH2:35][C:36]([NH:48][C@H:47]([C:46]([OH:45])=[O:55])[CH2:49][CH2:50][C:51]([OH:53])=[O:52])=[O:37])=[CH:39][CH:40]=2)=[CH:41][CH:42]=1)[C:9]1[CH:14]=[CH:13][CH:12]=[C:11]([NH:15][S:16]([CH3:19])(=[O:17])=[O:18])[C:10]=1[CH3:20])[C:2]1[CH:3]=[CH:4][CH:5]=[CH:6][CH:7]=1. (7) Given the reactants Cl[C:2]1[N:7]=[C:6]([NH:8][C@@H:9]2[C@@H:14]3[CH2:15][C@@H:11]([CH:12]=[CH:13]3)[C@@H:10]2[C:16]([NH2:18])=[O:17])[C:5]([Cl:19])=[CH:4][N:3]=1.[NH2:20][C:21]1[CH:22]=[N:23][N:24]([CH2:26][C@H:27]2[CH2:31][CH2:30][CH2:29][N:28]2C(OC(C)(C)C)=O)[CH:25]=1.Cl.O1CCOCC1, predict the reaction product. The product is: [Cl:19][C:5]1[C:6]([NH:8][C@@H:9]2[C@@H:14]3[CH2:15][C@@H:11]([CH:12]=[CH:13]3)[C@@H:10]2[C:16]([NH2:18])=[O:17])=[N:7][C:2]([NH:20][C:21]2[CH:22]=[N:23][N:24]([CH2:26][C@H:27]3[CH2:31][CH2:30][CH2:29][NH:28]3)[CH:25]=2)=[N:3][CH:4]=1. (8) Given the reactants [Cl:1][C:2]1[C:7]([NH:8][C:9](=[O:17])[CH2:10][C:11]2[CH:16]=[CH:15][CH:14]=[CH:13][CH:12]=2)=[CH:6][N:5]=[C:4]([C:18]2[CH:23]=[CH:22][CH:21]=[CH:20][CH:19]=2)[N:3]=1.[CH2:24]([NH2:31])[C:25]1[CH:30]=[CH:29][CH:28]=[CH:27][CH:26]=1.C(N(CC)CC)C, predict the reaction product. The product is: [ClH:1].[CH2:24]([NH:31][C:2]1[C:7]([NH:8][C:9](=[O:17])[CH2:10][C:11]2[CH:16]=[CH:15][CH:14]=[CH:13][CH:12]=2)=[CH:6][N:5]=[C:4]([C:18]2[CH:23]=[CH:22][CH:21]=[CH:20][CH:19]=2)[N:3]=1)[C:25]1[CH:30]=[CH:29][CH:28]=[CH:27][CH:26]=1. (9) Given the reactants [Br:1][CH2:2][C:3]1[CH:8]=[C:7]([O:9][CH3:10])[CH:6]=[CH:5][C:4]=1[F:11].[C:12]1([P:18]([C:25]2[CH:30]=[CH:29][CH:28]=[CH:27][CH:26]=2)[C:19]2[CH:24]=[CH:23][CH:22]=[CH:21][CH:20]=2)[CH:17]=[CH:16][CH:15]=[CH:14][CH:13]=1, predict the reaction product. The product is: [Br-:1].[F:11][C:4]1[CH:5]=[CH:6][C:7]([O:9][CH3:10])=[CH:8][C:3]=1[CH2:2][P+:18]([C:19]1[CH:20]=[CH:21][CH:22]=[CH:23][CH:24]=1)([C:25]1[CH:30]=[CH:29][CH:28]=[CH:27][CH:26]=1)[C:12]1[CH:13]=[CH:14][CH:15]=[CH:16][CH:17]=1.